The task is: Predict the reactants needed to synthesize the given product.. This data is from Full USPTO retrosynthesis dataset with 1.9M reactions from patents (1976-2016). (1) Given the product [N:45]1([CH2:2][CH2:3][CH2:4][O:5][C:6]2[CH:40]=[CH:39][C:9]([CH2:10][CH2:11][C:12]3[CH:17]=[CH:16][C:15]([F:18])=[CH:14][C:13]=3[C:19]3[N:24]=[C:23]([N:25]4[C:29]([C:30]([F:33])([F:32])[F:31])=[C:28]([C:34]([O:36][CH2:37][CH3:38])=[O:35])[CH:27]=[N:26]4)[CH:22]=[CH:21][CH:20]=3)=[C:8]([CH3:41])[CH:7]=2)[CH:46]=[N:49][CH:48]=[N:44]1, predict the reactants needed to synthesize it. The reactants are: Br[CH2:2][CH2:3][CH2:4][O:5][C:6]1[CH:40]=[CH:39][C:9]([CH2:10][CH2:11][C:12]2[CH:17]=[CH:16][C:15]([F:18])=[CH:14][C:13]=2[C:19]2[N:24]=[C:23]([N:25]3[C:29]([C:30]([F:33])([F:32])[F:31])=[C:28]([C:34]([O:36][CH2:37][CH3:38])=[O:35])[CH:27]=[N:26]3)[CH:22]=[CH:21][CH:20]=2)=[C:8]([CH3:41])[CH:7]=1.[Na].N1C=[CH:46][N:45]=[N:44]1.[CH3:48][N:49](C=O)C. (2) Given the product [OH:21][CH:20]([CH:19]([O:9][C:6]1[CH:7]=[CH:8][C:3]([O:2][CH3:1])=[CH:4][C:5]=1[N+:10]([O-:12])=[O:11])[C:13]1[CH:14]=[CH:15][CH:16]=[CH:17][CH:18]=1)[C:22]([O:24][CH2:25][CH3:26])=[O:23], predict the reactants needed to synthesize it. The reactants are: [CH3:1][O:2][C:3]1[CH:8]=[CH:7][C:6]([OH:9])=[C:5]([N+:10]([O-:12])=[O:11])[CH:4]=1.[C:13]1([CH:19]2[O:21][CH:20]2[C:22]([O:24][CH2:25][CH3:26])=[O:23])[CH:18]=[CH:17][CH:16]=[CH:15][CH:14]=1.C(O)C.[H-].[Na+]. (3) Given the product [Br:5][C:6]1([C:18]2[CH:19]=[CH:20][C:21]([O:24][CH2:25][CH3:26])=[C:22]([F:23])[C:17]=2[F:16])[CH:11]=[CH:10][CH:9]=[CH:8][CH2:7]1, predict the reactants needed to synthesize it. The reactants are: B([O-])=O.[Na+].[Br:5][C:6]1[CH:11]=[CH:10][C:9](I)=[CH:8][CH:7]=1.Cl.[NH3+]N.[F:16][C:17]1[C:22]([F:23])=[C:21]([O:24][CH2:25][CH3:26])[CH:20]=[CH:19][C:18]=1B(O)O. (4) Given the product [CH2:1]([S:8][C:9]1[N:10]([CH2:16][C:17]([N:19]([CH2:28][CH2:29][NH:30][C:31]([O:33][CH2:34][CH:35]2[C:36]3[CH:37]=[CH:38][CH:39]=[CH:40][C:41]=3[C:42]3[C:47]2=[CH:46][CH:45]=[CH:44][CH:43]=3)=[O:32])[CH2:20][C:21]([OH:23])=[O:22])=[O:18])[CH:11]=[CH:12][C:13](=[O:15])[N:14]=1)[C:2]1[CH:3]=[CH:4][CH:5]=[CH:6][CH:7]=1, predict the reactants needed to synthesize it. The reactants are: [CH2:1]([S:8][C:9]1[N:10]([CH2:16][C:17]([N:19]([CH2:28][CH2:29][NH:30][C:31]([O:33][CH2:34][CH:35]2[C:47]3[CH:46]=[CH:45][CH:44]=[CH:43][C:42]=3[C:41]3[C:36]2=[CH:37][CH:38]=[CH:39][CH:40]=3)=[O:32])[CH2:20][C:21]([O:23]C(C)(C)C)=[O:22])=[O:18])[CH:11]=[CH:12][C:13](=[O:15])[N:14]=1)[C:2]1[CH:7]=[CH:6][CH:5]=[CH:4][CH:3]=1.C(O)(C(F)(F)F)=O. (5) The reactants are: [CH3:1][N:2]([CH3:21])[C:3]1[CH:20]=[CH:19][C:6]([C:7]([NH:9][C:10]2[CH:11]=[C:12]3[C:16](=[CH:17][CH:18]=2)[NH:15][CH:14]=[CH:13]3)=[O:8])=[CH:5][CH:4]=1.[NH:22]1[C:30]2[C:25](=[CH:26][C:27](N)=[CH:28][CH:29]=2)C=C1.OC1C2N=NNC=2C=CC=1.C(N(CC)CC)C.CN(C)C1C=CC(C(O)=O)=CC=1.C(Cl)CCl. Given the product [NH2:22][C:30]1[CH:25]=[CH:26][C:27]([N:15]2[C:16]3[C:12](=[CH:11][C:10]([NH:9][C:7](=[O:8])[C:6]4[CH:5]=[CH:4][C:3]([N:2]([CH3:21])[CH3:1])=[CH:20][CH:19]=4)=[CH:18][CH:17]=3)[CH:13]=[CH:14]2)=[CH:28][CH:29]=1, predict the reactants needed to synthesize it. (6) Given the product [Cl:17][C:13]1[CH:14]=[C:15]([F:16])[C:10]([C:8]2[CH:7]([CH3:18])[S:21][C:20](=[S:22])[N:4]([CH3:3])[N:5]=2)=[N:11][CH:12]=1, predict the reactants needed to synthesize it. The reactants are: [OH-].[Na+].[CH3:3][NH:4][NH2:5].Cl[CH:7]([CH3:18])[C:8]([C:10]1[C:15]([F:16])=[CH:14][C:13]([Cl:17])=[CH:12][N:11]=1)=O.Cl.[C:20](=[S:22])=[S:21]. (7) Given the product [Cl:1][CH2:2][CH2:3][CH2:4][O:5][C:6]1[CH:11]=[CH:10][C:9]([CH:12]2[CH:17]([C:18]3[CH:23]=[CH:22][C:21]([OH:24])=[CH:20][CH:19]=3)[C:16]([OH:31])([C:44]([F:46])([F:45])[F:43])[C:15]3[CH:32]=[CH:33][C:34]([OH:36])=[CH:35][C:14]=3[O:13]2)=[CH:8][CH:7]=1, predict the reactants needed to synthesize it. The reactants are: [Cl:1][CH2:2][CH2:3][CH2:4][O:5][C:6]1[CH:11]=[CH:10][C:9]([CH:12]2[CH:17]([C:18]3[CH:23]=[CH:22][C:21]([O:24]C4CCCCO4)=[CH:20][CH:19]=3)[C:16](=[O:31])[C:15]3[CH:32]=[CH:33][C:34]([O:36]C4CCCCO4)=[CH:35][C:14]=3[O:13]2)=[CH:8][CH:7]=1.[F:43][C:44]([Si](C)(C)C)([F:46])[F:45].[F-].[Cs+].[Cl-].[Na+].